Dataset: Catalyst prediction with 721,799 reactions and 888 catalyst types from USPTO. Task: Predict which catalyst facilitates the given reaction. (1) Reactant: [C:1]([CH:5]1[CH2:10][CH2:9][CH:8]([N:11]([CH2:28][C:29]2[CH:38]=[CH:37][C:32]([C:33]([O:35]C)=[O:34])=[CH:31][CH:30]=2)[C:12]2[N:16]([CH2:17][CH2:18][O:19][Si](C)(C)C)[C:15]3[CH:24]=[CH:25][CH:26]=[CH:27][C:14]=3[N:13]=2)[CH2:7][CH2:6]1)([CH3:4])([CH3:3])[CH3:2].[Li+].[OH-].CCOC(C)=O.Cl. Product: [C:1]([CH:5]1[CH2:10][CH2:9][CH:8]([N:11]([CH2:28][C:29]2[CH:30]=[CH:31][C:32]([C:33]([OH:35])=[O:34])=[CH:37][CH:38]=2)[C:12]2[N:16]([CH2:17][CH2:18][OH:19])[C:15]3[CH:24]=[CH:25][CH:26]=[CH:27][C:14]=3[N:13]=2)[CH2:7][CH2:6]1)([CH3:4])([CH3:2])[CH3:3]. The catalyst class is: 38. (2) Reactant: [H-].[Na+].[NH2:3][C:4]1[C:12]2[C:7](=[CH:8][CH:9]=[CH:10][C:11]=2[F:13])[C:6]([C:21]2[CH:22]=[C:23]([CH3:28])[C:24](=[O:27])[NH:25][CH:26]=2)([C:14]2[CH:19]=[CH:18][CH:17]=[C:16]([Br:20])[CH:15]=2)[N:5]=1.I[CH2:30][CH3:31]. Product: [NH2:3][C:4]1[C:12]2[C:7](=[CH:8][CH:9]=[CH:10][C:11]=2[F:13])[C:6]([C:21]2[CH:22]=[C:23]([CH3:28])[C:24](=[O:27])[N:25]([CH2:30][CH3:31])[CH:26]=2)([C:14]2[CH:19]=[CH:18][CH:17]=[C:16]([Br:20])[CH:15]=2)[N:5]=1. The catalyst class is: 9. (3) Reactant: [CH3:1][C:2]1[CH:7]=[CH:6][N:5]=[CH:4][C:3]=1[N:8]1[CH2:12][CH2:11][NH:10][C:9]1=[O:13].I[C:15]1[CH:24]=[CH:23][C:18]2[N:19]=[C:20]([CH3:22])[S:21][C:17]=2[CH:16]=1.N[C@@H]1CCCC[C@H]1N.P([O-])([O-])([O-])=O.[K+].[K+].[K+]. Product: [CH3:22][C:20]1[S:21][C:17]2[CH:16]=[C:15]([N:10]3[CH2:11][CH2:12][N:8]([C:3]4[CH:4]=[N:5][CH:6]=[CH:7][C:2]=4[CH3:1])[C:9]3=[O:13])[CH:24]=[CH:23][C:18]=2[N:19]=1. The catalyst class is: 246. (4) Reactant: FC(F)(F)S(O[C:7]1[C:15]2[C:10](=[CH:11][N:12]=[CH:13][CH:14]=2)[O:9][C:8]=1[C:16]([O:18][CH2:19][CH3:20])=[O:17])(=O)=O.C(N(CC)CC)C. Product: [O:9]1[C:10]2=[CH:11][N:12]=[CH:13][CH:14]=[C:15]2[CH:7]=[C:8]1[C:16]([O:18][CH2:19][CH3:20])=[O:17]. The catalyst class is: 29. (5) Reactant: [CH:1]1([C:4]2[N:5]=[C:6]3[C:12]([C:13](O)=[O:14])=[CH:11][N:10]([CH2:16][O:17][CH2:18][CH2:19][Si:20]([CH3:23])([CH3:22])[CH3:21])[C:7]3=[N:8][CH:9]=2)[CH2:3][CH2:2]1.[NH2:24][CH2:25][CH:26]1[CH2:31][CH2:30][CH2:29][N:28]([C:32]([O:34][C:35]([CH3:38])([CH3:37])[CH3:36])=[O:33])[CH2:27]1.C1C=CC2N(O)N=NC=2C=1.C(Cl)CCl.C(N(CC)C(C)C)(C)C. Product: [C:35]([O:34][C:32]([N:28]1[CH2:29][CH2:30][CH2:31][CH:26]([CH2:25][NH:24][C:13]([C:12]2[C:6]3[C:7](=[N:8][CH:9]=[C:4]([CH:1]4[CH2:3][CH2:2]4)[N:5]=3)[N:10]([CH2:16][O:17][CH2:18][CH2:19][Si:20]([CH3:21])([CH3:23])[CH3:22])[CH:11]=2)=[O:14])[CH2:27]1)=[O:33])([CH3:38])([CH3:37])[CH3:36]. The catalyst class is: 3.